This data is from Forward reaction prediction with 1.9M reactions from USPTO patents (1976-2016). The task is: Predict the product of the given reaction. (1) Given the reactants [F:1][C:2]1[CH:3]=[C:4]([N:8]2[CH2:12][CH:11]([CH2:13][OH:14])[O:10][C:9]2=[O:15])[CH:5]=[CH:6][CH:7]=1.C(N(CC)CC)C.[C:23](OC(=O)C)(=[O:25])[CH3:24].C(=O)(O)[O-].[Na+], predict the reaction product. The product is: [F:1][C:2]1[CH:3]=[C:4]([N:8]2[CH2:12][C@H:11]([CH2:13][O:14][C:23](=[O:25])[CH3:24])[O:10][C:9]2=[O:15])[CH:5]=[CH:6][CH:7]=1. (2) Given the reactants OC[C@@H](N[C:11](=[O:25])[C@@:12]([CH3:24])([C:18]1[CH:23]=[CH:22][CH:21]=[CH:20][CH:19]=1)[CH2:13][CH2:14][CH:15]([CH3:17])[CH3:16])C1C=CC=CC=1.S(=O)(=O)(O)[OH:27], predict the reaction product. The product is: [CH3:24][C@:12]([C:18]1[CH:19]=[CH:20][CH:21]=[CH:22][CH:23]=1)([CH2:13][CH2:14][CH:15]([CH3:16])[CH3:17])[C:11]([OH:25])=[O:27]. (3) Given the reactants [C:1]([C:3]1[CH:4]=[C:5]([N:9]2[CH2:16][CH2:15][CH2:14][C@H:10]2[C:11]([OH:13])=[O:12])[CH:6]=[CH:7][CH:8]=1)#[N:2].C(O)C.C(=O)([O-])[O-].[NH4+:24].[NH4+].[ClH:26].O1CCOCC1, predict the reaction product. The product is: [ClH:26].[NH2:2][C:1](=[NH:24])[C:3]1[CH:4]=[C:5]([N:9]2[CH2:16][CH2:15][CH2:14][C@H:10]2[C:11]([OH:13])=[O:12])[CH:6]=[CH:7][CH:8]=1. (4) Given the reactants [CH:1]1([C:4]2[CH:5]=[C:6]3[C:11](=[C:12]([F:14])[CH:13]=2)[C:10](=[O:15])[NH:9][CH:8]=[CH:7]3)[CH2:3][CH2:2]1.Br[C:17]1[C:22]([CH:23]=[O:24])=[C:21]([Cl:25])[CH:20]=[CH:19][N:18]=1.C(=O)([O-])[O-].[Cs+].[Cs+].CC1(C)C2C(=C(P(C3C=CC=CC=3)C3C=CC=CC=3)C=CC=2)OC2C(P(C3C=CC=CC=3)C3C=CC=CC=3)=CC=CC1=2, predict the reaction product. The product is: [Cl:25][C:21]1[C:22]([CH:23]=[O:24])=[C:17]([N:9]2[CH:8]=[CH:7][C:6]3[C:11](=[C:12]([F:14])[CH:13]=[C:4]([CH:1]4[CH2:3][CH2:2]4)[CH:5]=3)[C:10]2=[O:15])[N:18]=[CH:19][CH:20]=1. (5) The product is: [C:8]([CH:12]1[CH2:17][CH2:16][CH2:15][CH:14]([Cl:28])[C:13]1=[O:18])([CH3:11])([CH3:9])[CH3:10]. Given the reactants C(NC(C)C)(C)C.[C:8]([CH:12]1[CH2:17][CH2:16][CH2:15][CH2:14][C:13]1=[O:18])([CH3:11])([CH3:10])[CH3:9].C1(C)C=CC(S([Cl:28])(=O)=O)=CC=1, predict the reaction product. (6) The product is: [NH:1]1[C:9]2[C:4](=[CH:5][CH:6]=[CH:7][CH:8]=2)[CH:3]=[C:2]1[C:10]1[C:11]([C:15]([O:17][CH2:18][CH3:19])=[O:16])=[CH:12][NH:13][N:14]=1. Given the reactants [NH:1]1[C:9]2[C:4](=[CH:5][CH:6]=[CH:7][CH:8]=2)[CH:3]=[C:2]1[C:10]1[NH:14][N:13]=[CH:12][C:11]=1[C:15]([OH:17])=[O:16].[CH2:18](O)[CH3:19], predict the reaction product. (7) The product is: [Cl:1][C:2]1[N:3]=[CH:4][C:5]([CH2:8][NH:10][CH:11]([CH3:15])[CH2:12][O:13][CH3:14])=[CH:6][CH:7]=1. Given the reactants [Cl:1][C:2]1[CH:7]=[CH:6][C:5]([CH2:8]Cl)=[CH:4][N:3]=1.[NH2:10][CH:11]([CH3:15])[CH2:12][O:13][CH3:14].C(=O)([O-])[O-].[K+].[K+], predict the reaction product. (8) Given the reactants [NH2:1][C:2]1[N:7]=[CH:6][N:5]=[C:4]2[N:8]([CH:13]([C:15]3[C:16]([O:34][CH2:35][CH3:36])=[C:17]([C:23]4[CH:24]=[CH:25][C:26]([C:29]([N:31]([CH3:33])[CH3:32])=[O:30])=[N:27][CH:28]=4)[C:18]([CH3:22])=[C:19]([Cl:21])[CH:20]=3)[CH3:14])[N:9]=[C:10]([CH:11]=[CH2:12])[C:3]=12.Cl.O, predict the reaction product. The product is: [NH2:1][C:2]1[N:7]=[CH:6][N:5]=[C:4]2[N:8]([CH:13]([C:15]3[C:16]([O:34][CH2:35][CH3:36])=[C:17]([C:23]4[CH:24]=[CH:25][C:26]([C:29]([N:31]([CH3:33])[CH3:32])=[O:30])=[N:27][CH:28]=4)[C:18]([CH3:22])=[C:19]([Cl:21])[CH:20]=3)[CH3:14])[N:9]=[C:10]([CH2:11][CH3:12])[C:3]=12.